Dataset: Forward reaction prediction with 1.9M reactions from USPTO patents (1976-2016). Task: Predict the product of the given reaction. (1) Given the reactants [OH-].[Na+].Cl[CH2:4][CH2:5][CH2:6][CH2:7][C:8]1[CH:13]=[CH:12][C:11]([OH:14])=[CH:10][CH:9]=1, predict the reaction product. The product is: [CH2:4]1[C:8]2([CH:13]=[CH:12][C:11](=[O:14])[CH:10]=[CH:9]2)[CH2:7][CH2:6][CH2:5]1. (2) Given the reactants [Cl:1][C:2]1[CH:10]=[C:6]([C:7]([OH:9])=O)[C:5]([OH:11])=[CH:4][CH:3]=1.[CH:12]([C:14]1[CH:15]=[C:16]([CH:18]=[CH:19][CH:20]=1)[NH2:17])=[CH2:13], predict the reaction product. The product is: [Cl:1][C:2]1[CH:3]=[CH:4][C:5]([OH:11])=[C:6]([CH:10]=1)[C:7]([NH:17][C:16]1[CH:18]=[CH:19][CH:20]=[C:14]([CH:12]=[CH2:13])[CH:15]=1)=[O:9].